From a dataset of Forward reaction prediction with 1.9M reactions from USPTO patents (1976-2016). Predict the product of the given reaction. (1) Given the reactants [Br:1][C:2]1[CH:7]=[CH:6][C:5]([C:8]2([C:13]([F:16])([F:15])[F:14])[CH2:12][CH2:11][CH2:10][NH:9]2)=[CH:4][CH:3]=1.I[CH3:18].[H-].[Na+], predict the reaction product. The product is: [Br:1][C:2]1[CH:3]=[CH:4][C:5]([C:8]2([C:13]([F:16])([F:14])[F:15])[CH2:12][CH2:11][CH2:10][N:9]2[CH3:18])=[CH:6][CH:7]=1. (2) Given the reactants [CH3:1][C:2]1([CH3:22])[C:10]2[CH:11]=[CH:12][C:13]3[C:17]4[CH:18]=[CH:19][CH:20]=[CH:21][C:16]=4[O:15][C:14]=3[C:9]=2[C:8]2[CH:7]=[CH:6][CH:5]=[CH:4][C:3]1=2.N[C@H](C(O)=O)C[SeH].[Li]CCCC.C(O[B:39]1[O:43][C:42]([CH3:45])([CH3:44])[C:41]([CH3:47])([CH3:46])[O:40]1)(C)C, predict the reaction product. The product is: [CH3:1][C:2]1([CH3:22])[C:10]2[CH:11]=[CH:12][C:13]3[C:17]4[CH:18]=[CH:19][CH:20]=[C:21]([B:39]5[O:43][C:42]([CH3:45])([CH3:44])[C:41]([CH3:47])([CH3:46])[O:40]5)[C:16]=4[O:15][C:14]=3[C:9]=2[C:8]2[CH:7]=[CH:6][CH:5]=[CH:4][C:3]1=2. (3) The product is: [C:16]([C:8]1[CH:7]=[C:6]([C:10]([O-:12])=[O:11])[NH:5][CH:9]=1)([CH3:19])([CH3:18])[CH3:17].[C:16]([C:9]1[NH:5][C:6]([C:10]([O:12][CH2:13][CH3:14])=[O:11])=[CH:7][CH:8]=1)([CH3:19])([CH3:18])[CH3:17].[C:16]([C:7]1[CH:8]=[C:9]([C:16]([CH3:19])([CH3:18])[CH3:17])[NH:5][C:6]=1[C:10]([O:12][CH2:13][CH3:14])=[O:11])([CH3:19])([CH3:18])[CH3:17]. Given the reactants [Cl-].[Cl-].[Cl-].[Ga+3].[NH:5]1[CH:9]=[CH:8][CH:7]=[C:6]1[C:10]([O:12][CH2:13][CH3:14])=[O:11].Cl[C:16]([CH3:19])([CH3:18])[CH3:17].Cl, predict the reaction product. (4) Given the reactants [C:1]1([C:7]([C:11]2[CH:16]=[CH:15][CH:14]=[CH:13][CH:12]=2)([CH3:10])[CH2:8][NH2:9])[CH:6]=[CH:5][CH:4]=[CH:3][CH:2]=1.[O:17]=[C:18]1[C:23]([C:30]2[CH:35]=[CH:34][CH:33]=[CH:32][CH:31]=2)([C:24]2[CH:29]=[CH:28][CH:27]=[CH:26][CH:25]=2)[CH2:22][CH2:21][CH2:20][N:19]1[CH2:36][C:37](O)=[O:38].Cl.C(N=C=NCCCN(C)C)C, predict the reaction product. The product is: [C:11]1([C:7]([C:1]2[CH:2]=[CH:3][CH:4]=[CH:5][CH:6]=2)([CH3:10])[CH2:8][NH:9][C:37](=[O:38])[CH2:36][N:19]2[CH2:20][CH2:21][CH2:22][C:23]([C:30]3[CH:35]=[CH:34][CH:33]=[CH:32][CH:31]=3)([C:24]3[CH:29]=[CH:28][CH:27]=[CH:26][CH:25]=3)[C:18]2=[O:17])[CH:12]=[CH:13][CH:14]=[CH:15][CH:16]=1. (5) Given the reactants C(OC([N:8]1[CH2:13][CH2:12][C:11]([C:15]2[CH:20]=[CH:19][C:18]([Cl:21])=[C:17]([C:22]([F:25])([F:24])[F:23])[CH:16]=2)(O)[CH2:10][CH2:9]1)=O)(C)(C)C.COCCN(S(F)(F)[F:36])CCOC.S(=O)(=O)(O)O.[OH-].[Na+], predict the reaction product. The product is: [Cl:21][C:18]1[CH:19]=[CH:20][C:15]([C:11]2([F:36])[CH2:12][CH2:13][NH:8][CH2:9][CH2:10]2)=[CH:16][C:17]=1[C:22]([F:25])([F:24])[F:23]. (6) Given the reactants [CH3:1][C:2]1[C:6]([CH:7]([OH:36])[C:8]2[O:9][C:10]3[CH:16]=[CH:15][C:14]([CH2:17][C:18]([NH:20][CH:21]([C:28]4[CH:33]=[CH:32][C:31]([CH3:34])=[CH:30][C:29]=4[CH3:35])[C:22]4[CH:27]=[CH:26][CH:25]=[CH:24][CH:23]=4)=[O:19])=[CH:13][C:11]=3[CH:12]=2)=[C:5]([CH3:37])[O:4][N:3]=1.Br[C:39]([CH3:46])([CH3:45])[C:40]([O:42]CC)=[O:41].C([O-])([O-])=O.[Cs+].[Cs+].O, predict the reaction product. The product is: [CH3:1][C:2]1[C:6]([CH:7]([C:8]2[O:9][C:10]3[CH:16]=[CH:15][C:14]([CH2:17][C:18]([NH:20][CH:21]([C:28]4[CH:33]=[CH:32][C:31]([CH3:34])=[CH:30][C:29]=4[CH3:35])[C:22]4[CH:27]=[CH:26][CH:25]=[CH:24][CH:23]=4)=[O:19])=[CH:13][C:11]=3[CH:12]=2)[O:36][C:39]([CH3:46])([CH3:45])[C:40]([OH:42])=[O:41])=[C:5]([CH3:37])[O:4][N:3]=1. (7) Given the reactants [C:1](Cl)(Cl)=[O:2].[C:5]([O:9][C:10](=[O:31])[NH:11][CH2:12][C@H:13]([OH:30])[CH2:14][NH:15][C:16]1[CH:17]=[C:18]2[C:22](=[C:23]([F:25])[CH:24]=1)[N:21]([CH2:26][CH2:27][CH3:28])[C:20](=[O:29])[CH2:19]2)([CH3:8])([CH3:7])[CH3:6].C(N(CC)CC)C, predict the reaction product. The product is: [C:5]([O:9][C:10](=[O:31])[NH:11][CH2:12][C@@H:13]1[O:30][C:1](=[O:2])[N:15]([C:16]2[CH:17]=[C:18]3[C:22](=[C:23]([F:25])[CH:24]=2)[N:21]([CH2:26][CH2:27][CH3:28])[C:20](=[O:29])[CH2:19]3)[CH2:14]1)([CH3:6])([CH3:7])[CH3:8].